Dataset: Forward reaction prediction with 1.9M reactions from USPTO patents (1976-2016). Task: Predict the product of the given reaction. (1) Given the reactants [CH3:1][C:2]1[CH:3]=[C:4]([CH:9]=[C:10]([C:14]2[CH:19]=[CH:18][C:17]([O:20][C:21]3[CH:26]=[CH:25][C:24]([CH2:27][CH:28]4[S:32][C:31](=[O:33])[NH:30][C:29]4=[O:34])=[CH:23][CH:22]=3)=[CH:16][CH:15]=2)[C:11]([OH:13])=[O:12])[CH:5]=[C:6]([CH3:8])[CH:7]=1.C(N(CC)C(C)C)(C)C.CN([P+](O[N:55]1[N:63]=[N:62][C:57]2[CH:58]=[CH:59][CH:60]=[CH:61][C:56]1=2)(N(C)C)N(C)C)C.F[P-](F)(F)(F)(F)F, predict the reaction product. The product is: [N:62]1([O:12][C:11](=[O:13])[C:10]([C:14]2[CH:15]=[CH:16][C:17]([O:20][C:21]3[CH:26]=[CH:25][C:24]([CH2:27][CH:28]4[S:32][C:31](=[O:33])[NH:30][C:29]4=[O:34])=[CH:23][CH:22]=3)=[CH:18][CH:19]=2)=[CH:9][C:4]2[CH:3]=[C:2]([CH3:1])[CH:7]=[C:6]([CH3:8])[CH:5]=2)[C:57]2[CH:58]=[CH:59][CH:60]=[CH:61][C:56]=2[N:55]=[N:63]1. (2) Given the reactants O[CH2:2][C:3]1[CH:12]=[N:11][C:10]2[N:9]3[CH2:13][CH2:14][CH2:15][C@H:8]3[C:7](=[O:16])[NH:6][C:5]=2[CH:4]=1.[CH3:17][NH:18][S:19]([C:22]1[CH:27]=[CH:26][C:25]([N:28]2[CH2:33][CH2:32][NH:31][CH2:30][CH2:29]2)=[CH:24][CH:23]=1)(=[O:21])=[O:20].[I-].C(C[P+](C)(C)C)#N.C(N(CC)C(C)C)(C)C, predict the reaction product. The product is: [CH3:17][NH:18][S:19]([C:22]1[CH:23]=[CH:24][C:25]([N:28]2[CH2:33][CH2:32][N:31]([CH2:2][C:3]3[CH:12]=[N:11][C:10]4[N:9]5[CH2:13][CH2:14][CH2:15][C@H:8]5[C:7](=[O:16])[NH:6][C:5]=4[CH:4]=3)[CH2:30][CH2:29]2)=[CH:26][CH:27]=1)(=[O:20])=[O:21].